Dataset: Reaction yield outcomes from USPTO patents with 853,638 reactions. Task: Predict the reaction yield, written as a fraction of the theoretical maximum amount of product (1.0 means a 100% yield; for example, 0.34 means a 34% yield). (1) The reactants are [CH:1]1([N:7]([CH:18]2[CH2:23][CH2:22][CH2:21][CH2:20][CH2:19]2)[C:8]([NH:10][C:11]2[S:12][C:13]([CH:16]=O)=[CH:14][N:15]=2)=[O:9])[CH2:6][CH2:5][CH2:4][CH2:3][CH2:2]1.Cl.[CH3:25][O:26][C:27](=[O:30])[CH2:28][NH2:29].C(O[BH-](OC(=O)C)OC(=O)C)(=O)C.[Na+]. No catalyst specified. The product is [CH3:25][O:26][C:27](=[O:30])[CH2:28][NH:29][CH2:16][C:13]1[S:12][C:11]([NH:10][C:8]([N:7]([CH:18]2[CH2:23][CH2:22][CH2:21][CH2:20][CH2:19]2)[CH:1]2[CH2:6][CH2:5][CH2:4][CH2:3][CH2:2]2)=[O:9])=[N:15][CH:14]=1. The yield is 0.390. (2) The reactants are [CH3:1][N:2]([CH3:25])[C:3]1[CH:12]=[CH:11][CH:10]=[C:9]2[C:4]=1[CH:5]=[CH:6][CH:7]=[C:8]2[S:13]([NH:16][CH2:17][CH2:18]CCCC(O)=O)(=[O:15])=[O:14].[OH:26]N1C2C=CC=CC=2N=N1.[CH:36]1(N=C=N[CH:37]2[CH2:36]CC[CH2:39][CH2:38]2)CC[CH2:39][CH2:38][CH2:37]1.[CH2:51]([O:58][NH2:59])[C:52]1[CH:57]=[CH:56][CH:55]=[CH:54][CH:53]=1. The catalyst is C1COCC1.CN(C)C1C=CN=CC=1.O. The product is [CH2:51]([O:58][NH:59][C:39](=[O:26])[CH2:38][CH2:37][CH2:36][CH:17]([NH:16][S:13]([C:8]1[C:9]2[C:4](=[C:3]([N:2]([CH3:1])[CH3:25])[CH:12]=[CH:11][CH:10]=2)[CH:5]=[CH:6][CH:7]=1)(=[O:14])=[O:15])[CH3:18])[C:52]1[CH:57]=[CH:56][CH:55]=[CH:54][CH:53]=1. The yield is 0.940. (3) The reactants are C([N:8]1[CH2:12][CH:11]([C:13]2[CH:18]=[CH:17][C:16]([Cl:19])=[C:15]([Cl:20])[CH:14]=2)[CH:10]([N:21]([CH2:23][C:24]2[CH:29]=[CH:28][C:27]([C:30]([F:33])([F:32])[F:31])=[C:26]([F:34])[CH:25]=2)[CH3:22])[CH2:9]1)C1C=CC=CC=1.ClC(OCC(Cl)(Cl)Cl)=O. The catalyst is CC#N. The product is [Cl:20][C:15]1[CH:14]=[C:13]([CH:11]2[CH2:12][NH:8][CH2:9][CH:10]2[N:21]([CH2:23][C:24]2[CH:29]=[CH:28][C:27]([C:30]([F:32])([F:33])[F:31])=[C:26]([F:34])[CH:25]=2)[CH3:22])[CH:18]=[CH:17][C:16]=1[Cl:19]. The yield is 0.530. (4) The reactants are C(=[N:8][CH2:9][C@@H:10]1[O:14][C:13](=[O:15])[N:12]([C:16]2[CH:21]=[CH:20][C:19]([N:22]3[CH2:27][CH2:26][O:25][CH2:24][C:23]3=[O:28])=[CH:18][CH:17]=2)[CH2:11]1)C1C=CC=CC=1.O.Cl.[Cl:31][C:32]1[S:36][C:35]([C:37](Cl)=[O:38])=[CH:34][CH:33]=1. The yield is 0.720. The product is [CH:20]1[C:19]([N:22]2[C:23](=[O:28])[CH2:24][O:25][CH2:26][CH2:27]2)=[CH:18][CH:17]=[C:16]([N:12]2[C:13](=[O:15])[O:14][C@@H:10]([CH2:9][NH:8][C:37]([C:35]3[S:36][C:32]([Cl:31])=[CH:33][CH:34]=3)=[O:38])[CH2:11]2)[CH:21]=1. The catalyst is ClCCl.CCOC(C)=O. (5) The reactants are C[N:2](C)/[CH:3]=[N:4]\[C:5]([C:7]1[N:16]=[C:15]2[N:9]([CH2:10][CH2:11][O:12][C:13]3[CH:20]=[C:19]([Br:21])[CH:18]=[CH:17][C:14]=32)[CH:8]=1)=O.Cl.[CH:24]([NH:27]N)([CH3:26])[CH3:25]. The catalyst is C(O)(=O)C. The product is [Br:21][C:19]1[CH:18]=[CH:17][C:14]2[C:15]3[N:9]([CH:8]=[C:7]([C:5]4[N:27]([CH:24]([CH3:26])[CH3:25])[N:2]=[CH:3][N:4]=4)[N:16]=3)[CH2:10][CH2:11][O:12][C:13]=2[CH:20]=1. The yield is 0.860. (6) The reactants are [I:1][C:2]1[C:6]([CH:7]=O)=[CH:5][N:4]([CH:9]2[CH2:14][CH2:13][CH2:12][CH2:11][O:10]2)[N:3]=1.[CH3:15][N:16]([CH2:24][CH2:25][NH:26][CH3:27])[C:17](=[O:23])[O:18][C:19]([CH3:22])([CH3:21])[CH3:20].[BH-](OC(C)=O)(OC(C)=O)OC(C)=O.[Na+]. The catalyst is ClC(Cl)C.ClCCl. The product is [I:1][C:2]1[C:6]([CH2:7][N:26]([CH3:27])[CH2:25][CH2:24][N:16]([CH3:15])[C:17](=[O:23])[O:18][C:19]([CH3:20])([CH3:21])[CH3:22])=[CH:5][N:4]([CH:9]2[CH2:14][CH2:13][CH2:12][CH2:11][O:10]2)[N:3]=1. The yield is 0.920. (7) The reactants are [F:1][C:2]1[C:7]([F:8])=[C:6]([NH:9][C:10]2[CH:15]=[CH:14][C:13]([I:16])=[CH:12][C:11]=2[F:17])[C:5]([NH2:18])=[CH:4][CH:3]=1.[CH:19]([S:22](Cl)(=[O:24])=[O:23])([CH3:21])[CH3:20]. No catalyst specified. The product is [F:8][C:7]1[C:6]([NH:9][C:10]2[CH:15]=[CH:14][C:13]([I:16])=[CH:12][C:11]=2[F:17])=[C:5]([NH:18][S:22]([CH:19]([CH3:21])[CH3:20])(=[O:24])=[O:23])[CH:4]=[CH:3][C:2]=1[F:1]. The yield is 0.390.